From a dataset of Peptide-MHC class II binding affinity with 134,281 pairs from IEDB. Regression. Given a peptide amino acid sequence and an MHC pseudo amino acid sequence, predict their binding affinity value. This is MHC class II binding data. (1) The binding affinity (normalized) is 0.172. The MHC is HLA-DQA10501-DQB10201 with pseudo-sequence HLA-DQA10501-DQB10201. The peptide sequence is IGSYVAFLSQTFAFI. (2) The peptide sequence is ATAAAIQLKCSDSMP. The MHC is DRB1_0301 with pseudo-sequence DRB1_0301. The binding affinity (normalized) is 0.0646. (3) The peptide sequence is PTPVNIIGRNMLTQIGC. The MHC is HLA-DQA10103-DQB10603 with pseudo-sequence HLA-DQA10103-DQB10603. The binding affinity (normalized) is 0.255. (4) The peptide sequence is DEINAIFEENEVDIS. The MHC is DRB1_0802 with pseudo-sequence DRB1_0802. The binding affinity (normalized) is 0.315. (5) The peptide sequence is YYSEPTSENNAHHVC. The MHC is DRB1_0801 with pseudo-sequence DRB1_0801. The binding affinity (normalized) is 0. (6) The peptide sequence is KASFEEGKCGLNSVD. The MHC is HLA-DQA10102-DQB10501 with pseudo-sequence HLA-DQA10102-DQB10501. The binding affinity (normalized) is 0.389.